Dataset: Reaction yield outcomes from USPTO patents with 853,638 reactions. Task: Predict the reaction yield, written as a fraction of the theoretical maximum amount of product (1.0 means a 100% yield; for example, 0.34 means a 34% yield). (1) The reactants are [Br:1][C:2]1[CH:3]=[C:4]2[C:8](=[CH:9][CH:10]=1)[NH:7][C:6](=[O:11])[C:5]2=[O:12].[CH2:13](O)[CH2:14][OH:15].CC1C=CC(S(O)(=O)=O)=CC=1. The catalyst is C1(C)C=CC=CC=1. The product is [Br:1][C:2]1[CH:3]=[C:4]2[C:8](=[CH:9][CH:10]=1)[NH:7][C:6](=[O:11])[C:5]12[O:15][CH2:14][CH2:13][O:12]1. The yield is 0.870. (2) The catalyst is C1C=CC(P(C2C=CC=CC=2)[C-]2C=CC=C2)=CC=1.C1C=CC(P(C2C=CC=CC=2)[C-]2C=CC=C2)=CC=1.[Fe+2].[C-]#N.[C-]#N.[Zn+2]. The yield is 0.800. The product is [F:14][C:11]1[CH:12]=[CH:13][C:8]([N:4]2[CH:5]=[CH:6][N:7]=[C:2]([C:22]#[N:23])[C:3]2=[O:15])=[CH:9][CH:10]=1. The reactants are Cl[C:2]1[C:3](=[O:15])[N:4]([C:8]2[CH:13]=[CH:12][C:11]([F:14])=[CH:10][CH:9]=2)[CH:5]=[CH:6][N:7]=1.CCOC(C)=O.[CH3:22][N:23]1CCCC1=O. (3) The reactants are [C:1]([NH2:9])(=[S:8])[C:2]1[CH:7]=[CH:6][CH:5]=[N:4][CH:3]=1.Br[CH2:11][C:12](=O)[C:13]([O:15][CH2:16][CH3:17])=[O:14]. The catalyst is CCO. The product is [N:4]1[CH:5]=[CH:6][CH:7]=[C:2]([C:1]2[S:8][CH:11]=[C:12]([C:13]([O:15][CH2:16][CH3:17])=[O:14])[N:9]=2)[CH:3]=1. The yield is 0.470. (4) The yield is 0.740. The product is [Cl:28][C:27]1[N:13]2[CH:14]=[C:15]([C:22]3[CH:26]=[CH:25][O:24][CH:23]=3)[CH:16]=[C:17]([C:18]([F:20])([F:21])[F:19])[C:12]2=[N:11][C:10]=1[C:8]([N:5]1[CH2:6][CH2:7][CH:3]([NH:2][S:39]([CH3:38])(=[O:41])=[O:40])[CH2:4]1)=[O:9]. The catalyst is CN(C=O)C.CCOC(C)=O. The reactants are Cl.[NH2:2][CH:3]1[CH2:7][CH2:6][N:5]([C:8]([C:10]2[N:11]=[C:12]3[C:17]([C:18]([F:21])([F:20])[F:19])=[CH:16][C:15]([C:22]4[CH:26]=[CH:25][O:24][CH:23]=4)=[CH:14][N:13]3[C:27]=2[Cl:28])=[O:9])[CH2:4]1.C(N(CC)C(C)C)(C)C.[CH3:38][S:39](Cl)(=[O:41])=[O:40]. (5) The reactants are [NH2:1][CH2:2][CH2:3][N:4]1[CH:12]=[C:11]2[C:6]([N:7]=[C:8]([C:26]3[CH:31]=[CH:30][C:29]([F:32])=[CH:28][CH:27]=3)[C:9]([C:20]3[CH:25]=[CH:24][N:23]=[CH:22][CH:21]=3)=[C:10]2[C:13]2[CH:18]=[CH:17][C:16]([F:19])=[CH:15][CH:14]=2)=[N:5]1.[CH:33]([N:36]=[C:37]=[O:38])([CH3:35])[CH3:34]. The catalyst is CN(C=O)C. The product is [F:19][C:16]1[CH:17]=[CH:18][C:13]([C:10]2[C:11]3[C:6](=[N:5][N:4]([CH2:3][CH2:2][NH:1][C:37]([NH:36][CH:33]([CH3:35])[CH3:34])=[O:38])[CH:12]=3)[N:7]=[C:8]([C:26]3[CH:27]=[CH:28][C:29]([F:32])=[CH:30][CH:31]=3)[C:9]=2[C:20]2[CH:25]=[CH:24][N:23]=[CH:22][CH:21]=2)=[CH:14][CH:15]=1. The yield is 0.500. (6) The reactants are [CH3:1][N:2]([CH3:32])[C:3]([C:5]1[N:26]([CH:27]2[CH2:31][CH2:30][CH2:29][CH2:28]2)[C:8]2[N:9]=[C:10]([NH:13][C:14]3[CH:19]=[CH:18][C:17]([N:20]4[CH2:25][CH2:24][NH:23][CH2:22][CH2:21]4)=[CH:16][N:15]=3)[N:11]=[CH:12][C:7]=2[CH:6]=1)=[O:4].[CH:33]1([CH2:38][CH2:39][C:40](Cl)=[O:41])[CH2:37][CH2:36][CH2:35][CH2:34]1. No catalyst specified. The product is [CH3:1][N:2]([CH3:32])[C:3]([C:5]1[N:26]([CH:27]2[CH2:31][CH2:30][CH2:29][CH2:28]2)[C:8]2[N:9]=[C:10]([NH:13][C:14]3[CH:19]=[CH:18][C:17]([N:20]4[CH2:21][CH2:22][N:23]([C:40](=[O:41])[CH2:39][CH2:38][CH:33]5[CH2:37][CH2:36][CH2:35][CH2:34]5)[CH2:24][CH2:25]4)=[CH:16][N:15]=3)[N:11]=[CH:12][C:7]=2[CH:6]=1)=[O:4]. The yield is 0.440. (7) The reactants are CO[C:3](=[O:18])[CH:4]([C:11]1[CH:16]=[CH:15][CH:14]=[C:13]([Cl:17])[CH:12]=1)[CH2:5][CH:6]1[CH2:10][CH2:9][CH2:8][CH2:7]1.[NH2:19][C:20]1[S:21][CH:22]=[CH:23][N:24]=1.C[O-].[Mg+2].C[O-].CO. No catalyst specified. The product is [Cl:17][C:13]1[CH:12]=[C:11]([CH:4]([CH2:5][CH:6]2[CH2:7][CH2:8][CH2:9][CH2:10]2)[C:3]([NH:19][C:20]2[S:21][CH:22]=[CH:23][N:24]=2)=[O:18])[CH:16]=[CH:15][CH:14]=1. The yield is 0.530. (8) The reactants are O(C(C)(C)C)[K].C([NH:10]O)(=O)C.FC1[N:20]=[CH:19][CH:18]=[CH:17][C:14]=1C#N.CCCCCC.CC(=O)OCC.[CH3:33][N:34]([CH:36]=[O:37])C. No catalyst specified. The product is [O:37]1[C:36]2=[N:34][CH:33]=[CH:14][CH:17]=[C:18]2[C:19]([NH2:20])=[N:10]1. The yield is 0.280. (9) The reactants are [O:1]1[CH2:6][CH2:5][CH:4]([N:7]2[CH2:11][CH2:10][NH:9][C:8]2=[O:12])[CH2:3][CH2:2]1.N1C=CC=CC=1.[C:19](Cl)(Cl)=[O:20].[CH2:23]([C:25]1[N:30]=[C:29]([NH2:31])[CH:28]=[CH:27][C:26]=1[O:32][C:33]1[CH:38]=[CH:37][N:36]=[C:35]([C:39]2[CH:40]=[N:41][C:42]([CH3:45])=[CH:43][CH:44]=2)[CH:34]=1)[CH3:24]. The catalyst is C(Cl)Cl. The product is [CH2:23]([C:25]1[N:30]=[C:29]([NH:31][C:19]([N:9]2[CH2:10][CH2:11][N:7]([CH:4]3[CH2:3][CH2:2][O:1][CH2:6][CH2:5]3)[C:8]2=[O:12])=[O:20])[CH:28]=[CH:27][C:26]=1[O:32][C:33]1[CH:38]=[CH:37][N:36]=[C:35]([C:39]2[CH:40]=[N:41][C:42]([CH3:45])=[CH:43][CH:44]=2)[CH:34]=1)[CH3:24]. The yield is 0.0700.